The task is: Predict the reaction yield, written as a fraction of the theoretical maximum amount of product (1.0 means a 100% yield; for example, 0.34 means a 34% yield).. This data is from Reaction yield outcomes from USPTO patents with 853,638 reactions. (1) The reactants are [H-].[Na+].[CH2:3]([OH:7])[CH2:4][CH2:5][OH:6].F[C:9]1[CH:18]=[C:17]2[C:12]([C:13](=[O:19])[NH:14][CH:15]=[N:16]2)=[CH:11][CH:10]=1. The catalyst is CN(C)C=O. The product is [OH:6][CH2:5][CH2:4][CH2:3][O:7][C:9]1[CH:18]=[C:17]2[C:12]([C:13](=[O:19])[NH:14][CH:15]=[N:16]2)=[CH:11][CH:10]=1. The yield is 0.920. (2) The reactants are Cl.[NH2:2][OH:3].C([O-])(O)=O.[Na+].[F:9][C:10]1[CH:15]=[CH:14][C:13]([CH:16]([C:37]2[CH:42]=[CH:41][C:40]([F:43])=[CH:39][CH:38]=2)[N:17]2[CH2:22][CH2:21][N:20]([S:23]([C:26]3[CH:31]=[CH:30][C:29](/[CH:32]=[CH:33]/[C:34](Cl)=[O:35])=[CH:28][CH:27]=3)(=[O:25])=[O:24])[CH2:19][CH2:18]2)=[CH:12][CH:11]=1. The catalyst is O1CCCC1.O. The product is [F:9][C:10]1[CH:15]=[CH:14][C:13]([CH:16]([C:37]2[CH:42]=[CH:41][C:40]([F:43])=[CH:39][CH:38]=2)[N:17]2[CH2:22][CH2:21][N:20]([S:23]([C:26]3[CH:31]=[CH:30][C:29](/[CH:32]=[CH:33]/[C:34]([NH:2][OH:3])=[O:35])=[CH:28][CH:27]=3)(=[O:25])=[O:24])[CH2:19][CH2:18]2)=[CH:12][CH:11]=1. The yield is 0.340. (3) The reactants are [F:1][C:2]1[C:3](=[NH:21])[N:4]([CH3:20])[C:5](=[O:19])[N:6]([S:8]([C:11]2[CH:16]=[CH:15][C:14]([O:17][CH3:18])=[CH:13][CH:12]=2)(=[O:10])=[O:9])[CH:7]=1.N1C=CC=CC=1.Cl[C:29]([O:31][CH3:32])=[O:30]. The catalyst is C(Cl)Cl. The product is [CH3:32][O:31][C:29](=[O:30])[N:21]=[C:3]1[C:2]([F:1])=[CH:7][N:6]([S:8]([C:11]2[CH:12]=[CH:13][C:14]([O:17][CH3:18])=[CH:15][CH:16]=2)(=[O:10])=[O:9])[C:5](=[O:19])[N:4]1[CH3:20]. The yield is 0.400. (4) The reactants are [Li+].CC([N-]C(C)C)C.[Cl:9][C:10]1[CH:15]=[CH:14][N:13]=[CH:12][CH:11]=1.[Cl:16][C:17]1[CH:18]=[C:19]([CH:22]=[CH:23][CH:24]=1)[CH:20]=[O:21].[NH4+].[Cl-]. The catalyst is C1COCC1. The product is [Cl:16][C:17]1[CH:18]=[C:19]([CH:20]([C:11]2[CH:12]=[N:13][CH:14]=[CH:15][C:10]=2[Cl:9])[OH:21])[CH:22]=[CH:23][CH:24]=1. The yield is 0.770. (5) The reactants are [Cl-].[Na+].C(CC[CH:8]([CH:14]([C:19]#[N:20])[CH2:15][CH:16]([CH3:18])[CH3:17])[C:9]([O:11][CH2:12][CH3:13])=[O:10])(O)=O.CS(C)=O. The catalyst is O.C(OC)(C)(C)C. The product is [CH2:12]([O:11][C:9](=[O:10])[CH2:8][CH:14]([C:19]#[N:20])[CH2:15][CH:16]([CH3:17])[CH3:18])[CH3:13]. The yield is 0.857. (6) The reactants are [Cl-].[C:2]([SiH:6]([C:13]1[CH:18]=[CH:17][CH:16]=[CH:15][CH:14]=1)[C:7]1[CH:12]=[CH:11][CH:10]=[CH:9][CH:8]=1)([CH3:5])([CH3:4])[CH3:3].[C@H:19]1([N:27]2[CH:34]=[CH:33][C:31](=[O:32])[NH:30][C:28]2=[O:29])[O:24][C@@H:23]([CH2:25][OH:26])[C@@H:21]([OH:22])[CH2:20]1. The catalyst is N1C=CC=CC=1. The product is [Si:6]([O:26][CH2:25][C@@H:23]1[O:24][C@H:19]([N:27]2[CH:34]=[CH:33][C:31](=[O:32])[NH:30][C:28]2=[O:29])[CH2:20][C@@H:21]1[OH:22])([C:2]([CH3:5])([CH3:3])[CH3:4])([C:13]1[CH:18]=[CH:17][CH:16]=[CH:15][CH:14]=1)[C:7]1[CH:8]=[CH:9][CH:10]=[CH:11][CH:12]=1. The yield is 0.980. (7) The catalyst is N1C=CC=CC=1. The yield is 0.480. The product is [Br:19][C:17]1[CH:18]=[C:13]([NH:12][S:7]([C:4]2[CH:5]=[CH:6][C:1]([CH3:11])=[CH:2][CH:3]=2)(=[O:9])=[O:8])[C:14]([NH:20][C@@H:21]([CH3:24])[CH2:22][OH:23])=[CH:15][N:16]=1. The reactants are [C:1]1([CH3:11])[CH:6]=[CH:5][C:4]([S:7](Cl)(=[O:9])=[O:8])=[CH:3][CH:2]=1.[NH2:12][C:13]1[CH:18]=[C:17]([Br:19])[N:16]=[CH:15][C:14]=1[NH:20][C@@H:21]([CH3:24])[CH2:22][OH:23]. (8) The reactants are [Cl:1][C:2]1[CH:3]=[C:4]([OH:8])[CH:5]=[N:6][CH:7]=1.C(N(CC)CC)C.C1C=CC(N([S:23]([C:26]([F:29])([F:28])[F:27])(=[O:25])=[O:24])[S:23]([C:26]([F:29])([F:28])[F:27])(=[O:25])=[O:24])=CC=1. The catalyst is O1CCCC1. The product is [F:27][C:26]([F:29])([F:28])[S:23]([O:8][C:4]1[CH:5]=[N:6][CH:7]=[C:2]([Cl:1])[CH:3]=1)(=[O:25])=[O:24]. The yield is 0.660.